From a dataset of Forward reaction prediction with 1.9M reactions from USPTO patents (1976-2016). Predict the product of the given reaction. (1) Given the reactants [CH3:1][C:2]1[C:6]([C:7]2[CH:19]=[C:18]([C:20]([O:22][CH3:23])=[O:21])[C:17]3[C:16]4[C:11](=[CH:12][CH:13]=[C:14]([O:24][CH3:25])[CH:15]=4)[NH:10][C:9]=3[CH:8]=2)=[C:5]([CH3:26])[O:4][N:3]=1.[H-].[Na+].Br[CH2:30][C:31]1[CH:36]=[CH:35][CH:34]=[CH:33][CH:32]=1, predict the reaction product. The product is: [CH2:30]([N:10]1[C:9]2[CH:8]=[C:7]([C:6]3[C:2]([CH3:1])=[N:3][O:4][C:5]=3[CH3:26])[CH:19]=[C:18]([C:20]([O:22][CH3:23])=[O:21])[C:17]=2[C:16]2[C:11]1=[CH:12][CH:13]=[C:14]([O:24][CH3:25])[CH:15]=2)[C:31]1[CH:36]=[CH:35][CH:34]=[CH:33][CH:32]=1. (2) Given the reactants C([O:3][C:4](=[O:20])[C@@H:5]([O:18][CH3:19])[CH2:6][C:7]1[CH:12]=[CH:11][C:10]([O:13][CH2:14][CH2:15][CH2:16]Br)=[CH:9][CH:8]=1)C.[OH:21][C:22]1[CH:27]=[CH:26][C:25]([C:28](=[O:37])[CH2:29][CH2:30][C:31]2[CH:36]=[CH:35][CH:34]=[CH:33][CH:32]=2)=[CH:24][CH:23]=1.[OH-].[Na+], predict the reaction product. The product is: [CH3:19][O:18][C@@H:5]([CH2:6][C:7]1[CH:8]=[CH:9][C:10]([O:13][CH2:14][CH2:15][CH2:16][O:21][C:22]2[CH:23]=[CH:24][C:25]([C:28](=[O:37])[CH2:29][CH2:30][C:31]3[CH:32]=[CH:33][CH:34]=[CH:35][CH:36]=3)=[CH:26][CH:27]=2)=[CH:11][CH:12]=1)[C:4]([OH:3])=[O:20]. (3) Given the reactants C(O[C:4]([C:6]1[CH:7]=[C:8]2[C:12](=[CH:13][CH:14]=1)[NH:11][N:10]=[C:9]2[C:15]1[CH:24]=[CH:23][C:22]2[C:17](=[CH:18][CH:19]=[C:20]([O:25][CH2:26][CH:27]3[CH2:31][CH2:30][C:29](=[O:32])[N:28]3[CH3:33])[CH:21]=2)[CH:16]=1)=[NH:5])C.[N:34]1([CH2:39][C:40]([NH:42][NH2:43])=O)[CH2:38][CH2:37][CH2:36][CH2:35]1.C(N(CC)CC)C, predict the reaction product. The product is: [CH3:33][N:28]1[CH:27]([CH2:26][O:25][C:20]2[CH:19]=[CH:18][C:17]3[C:22](=[CH:23][CH:24]=[C:15]([C:9]4[C:8]5[C:12](=[CH:13][CH:14]=[C:6]([C:4]6[N:5]=[C:40]([CH2:39][N:34]7[CH2:38][CH2:37][CH2:36][CH2:35]7)[NH:42][N:43]=6)[CH:7]=5)[NH:11][N:10]=4)[CH:16]=3)[CH:21]=2)[CH2:31][CH2:30][C:29]1=[O:32].